Dataset: Full USPTO retrosynthesis dataset with 1.9M reactions from patents (1976-2016). Task: Predict the reactants needed to synthesize the given product. (1) Given the product [CH:11]([N:10]1[C:4]2[CH:3]=[C:2]([NH:21][C:22]3[CH:27]=[CH:26][N:25]=[C:24]([N:28]4[CH2:33][CH2:32][C@@H:31]([OH:34])[C@@H:30]([F:35])[CH2:29]4)[N:23]=3)[N:7]=[CH:6][C:5]=2[C:8]([N:14]2[CH2:18][CH2:17][CH2:16][C:15]2=[O:20])=[CH:9]1)([CH2:13][CH3:36])[CH3:12], predict the reactants needed to synthesize it. The reactants are: Cl[C:2]1[N:7]=[CH:6][C:5]2[C:8]([N:14]3[CH2:18][CH2:17][CH:16](O)[C:15]3=[O:20])=[CH:9][N:10]([CH:11]([CH3:13])[CH3:12])[C:4]=2[CH:3]=1.[NH2:21][C:22]1[CH:27]=[CH:26][N:25]=[C:24]([N:28]2[CH2:33][CH2:32][C@@H:31]([OH:34])[C@@H:30]([F:35])[CH2:29]2)[N:23]=1.[CH3:36]C(C)([O-])C.[Na+]. (2) Given the product [CH2:32]([O:31][C:29](=[O:30])[C:28]1[C:11]([OH:10])=[CH:12][C:13]([OH:14])=[N:26][C:27]=1[CH3:34])[CH3:33], predict the reactants needed to synthesize it. The reactants are: ClC1C=C(Cl)C=C(Cl)C=1[O:10][C:11](=O)[CH2:12][C:13](OC1C(Cl)=CC(Cl)=CC=1Cl)=[O:14].[NH2:26]/[C:27](/[CH3:34])=[CH:28]\[C:29]([O:31][CH2:32][CH3:33])=[O:30]. (3) Given the product [F:15][C:16]1[CH:21]=[CH:20][C:19]([O:22][CH3:23])=[CH:18][C:17]=1[C:2]1[CH:9]=[CH:8][C:5]([CH:6]=[O:7])=[CH:4][C:3]=1[O:10][C:11]([F:14])([F:13])[F:12], predict the reactants needed to synthesize it. The reactants are: Cl[C:2]1[CH:9]=[CH:8][C:5]([CH:6]=[O:7])=[CH:4][C:3]=1[O:10][C:11]([F:14])([F:13])[F:12].[F:15][C:16]1[CH:21]=[CH:20][C:19]([O:22][CH3:23])=[CH:18][C:17]=1B(O)O.P([O-])([O-])([O-])=O.[K+].[K+].[K+].C1(P(C2CCCCC2)C2C=CC=CC=2C2C(OC)=CC=CC=2OC)CCCCC1. (4) Given the product [Br:14][C:12]1[CH:11]=[CH:10][C:6]2[C:7](=[O:8])[NH:1][C@@H:2]([CH3:15])[CH2:3][NH:4][C:5]=2[CH:13]=1, predict the reactants needed to synthesize it. The reactants are: [NH2:1][C@@H:2]([CH3:15])[CH2:3][NH:4][C:5]1[CH:13]=[C:12]([Br:14])[CH:11]=[CH:10][C:6]=1[C:7](O)=[O:8].CCN(CC)CC.CN(C(ON1N=NC2C=CC=NC1=2)=[N+](C)C)C.F[P-](F)(F)(F)(F)F. (5) Given the product [Br:1][C:2]1[CH:7]=[CH:6][C:5]([C@@H:8]([NH:10][C:12]([NH:11][C:14]2[CH:23]=[CH:22][CH:21]=[C:20]3[C:15]=2[CH:16]=[C:17]([CH3:24])[N:18]=[CH:19]3)=[O:13])[CH3:9])=[CH:4][CH:3]=1, predict the reactants needed to synthesize it. The reactants are: [Br:1][C:2]1[CH:7]=[CH:6][C:5]([C@@H:8]([NH2:10])[CH3:9])=[CH:4][CH:3]=1.[N:11]([C:14]1[CH:23]=[CH:22][CH:21]=[C:20]2[C:15]=1[CH:16]=[C:17]([CH3:24])[N:18]=[CH:19]2)=[C:12]=[O:13].N(C1C=CC=C2C=1C=CN=C2)=C=O.